This data is from Forward reaction prediction with 1.9M reactions from USPTO patents (1976-2016). The task is: Predict the product of the given reaction. (1) The product is: [Cl:1][C:2]1[CH:3]=[CH:4][C:5]([CH2:6][N:7]([CH2:26][CH2:27][C:28]2[N:31]=[C:35]([OH:37])[O:30][N:29]=2)[C:8]([C:10]2([CH3:25])[CH2:13][CH2:12][N:11]2[C:14](=[O:24])[CH2:15][C:16]2[CH:17]=[C:18]([CH3:23])[CH:19]=[C:20]([CH3:22])[CH:21]=2)=[O:9])=[CH:32][CH:33]=1. Given the reactants [Cl:1][C:2]1[CH:33]=[CH:32][C:5]([CH2:6][N:7]([CH2:26][CH2:27][C:28](=[NH:31])[NH:29][OH:30])[C:8]([C:10]2([CH3:25])[CH2:13][CH2:12][N:11]2[C:14](=[O:24])[CH2:15][C:16]2[CH:21]=[C:20]([CH3:22])[CH:19]=[C:18]([CH3:23])[CH:17]=2)=[O:9])=[CH:4][CH:3]=1.Cl[C:35](Cl)([O:37]C(=O)OC(Cl)(Cl)Cl)Cl, predict the reaction product. (2) Given the reactants [CH3:1][C:2]1([CH3:14])[C:6]([CH3:8])([CH3:7])[O:5][B:4]([C:9]2[CH:10]=[N:11][NH:12][CH:13]=2)[O:3]1.Br[CH2:16][CH2:17][O:18][Si:19]([C:22]([CH3:25])([CH3:24])[CH3:23])([CH3:21])[CH3:20].C(=O)([O-])[O-].[Cs+].[Cs+], predict the reaction product. The product is: [Si:19]([O:18][CH2:17][CH2:16][N:12]1[CH:13]=[C:9]([B:4]2[O:5][C:6]([CH3:7])([CH3:8])[C:2]([CH3:14])([CH3:1])[O:3]2)[CH:10]=[N:11]1)([C:22]([CH3:25])([CH3:24])[CH3:23])([CH3:21])[CH3:20].